From a dataset of Forward reaction prediction with 1.9M reactions from USPTO patents (1976-2016). Predict the product of the given reaction. (1) Given the reactants Cl[CH:2]1[C:11]2[CH:10]=[C:9]([C:12]([O:14][CH3:15])=[O:13])[CH:8]=[CH:7][C:6]=2[CH2:5][CH2:4][CH2:3]1.[C:16]([O:20][C:21]([N:23]1[CH2:28][CH2:27][NH:26][CH2:25][CH2:24]1)=[O:22])([CH3:19])([CH3:18])[CH3:17].[I-].[Na+].C(=O)([O-])[O-].[K+].[K+], predict the reaction product. The product is: [CH3:15][O:14][C:12]([C:9]1[CH:10]=[C:11]2[C:6]([CH2:5][CH2:4][CH2:3][CH:2]2[N:26]2[CH2:25][CH2:24][N:23]([C:21]([O:20][C:16]([CH3:19])([CH3:18])[CH3:17])=[O:22])[CH2:28][CH2:27]2)=[CH:7][CH:8]=1)=[O:13]. (2) Given the reactants [CH2:1]([OH:34])[C@H:2]1[O:7][C@H:6]([O:8][C@H:9]2[C@H:14]([OH:15])[C@@H:13]([OH:16])[C@@H:12]([O:17][C@H]3[C@H](O)[C@@H](O)[C@@H](O)O[C@@H]3CO)[O:11][C@@H:10]2[CH2:29][OH:30])[C@H:5]([OH:31])[C@@H:4]([OH:32])[C@@H:3]1[OH:33].C(O)[C@H]1O[C@H](O[C@H]2[C@H](O)[C@@H](O)[C@@H](O[C@H]3[C@H](O)[C@@H](O)[C@@H](O[C@H]4[C@H](O)[C@@H](O)[C@@H](O)O[C@@H]4CO)O[C@@H]3CO)O[C@@H]2CO)[C@H](O)[C@@H](O)[C@@H]1O.C(O)[C@H]1O[C@H](O[C@H]2[C@H](O)[C@@H](O)[C@@H](O[C@H]3[C@H](O)[C@@H](O)[C@@H](O[C@H]4[C@H](O)[C@@H](O)[C@@H](O[C@H]5[C@H](O)[C@@H](O)[C@@H](O)O[C@@H]5CO)O[C@@H]4CO)O[C@@H]3CO)O[C@@H]2CO)[C@H](O)[C@@H](O)[C@@H]1O.C(O)[C@H]1O[C@H](O[C@H]2[C@H](O)[C@@H](O)[C@@H](O[C@H]3[C@H](O)[C@@H](O)[C@@H](O[C@H]4[C@H](O)[C@@H](O)[C@@H](O[C@H]5[C@H](O)[C@@H](O)[C@@H](O[C@H]6[C@H](O)[C@@H](O)C(O)O[C@@H]6CO)O[C@@H]5CO)O[C@@H]4CO)O[C@@H]3CO)O[C@@H]2CO)[C@H](O)[C@@H](O)[C@@H]1O.C(O)[C@H]1O[C@H](O[C@H]2[C@H](O)[C@@H](O)[C@@H](O[C@H]3[C@H](O)[C@@H](O)[C@@H](O[C@H]4[C@H](O)[C@@H](O)[C@@H](O[C@H]5[C@H](O)[C@@H](O)[C@@H](O[C@H]6[C@H](O)[C@@H](O)[C@@H](O[C@H]7[C@H](O)[C@@H](O)C(O)O[C@@H]7CO)O[C@@H]6CO)O[C@@H]5CO)O[C@@H]4CO)O[C@@H]3CO)O[C@@H]2CO)[C@H](O)[C@@H](O)[C@@H]1O, predict the reaction product. The product is: [CH2:1]([OH:34])[C@H:2]1[O:7][C@H:6]([O:8][C@H:9]2[C@H:14]([OH:15])[C@@H:13]([OH:16])[C@H:12]([OH:17])[O:11][C@@H:10]2[CH2:29][OH:30])[C@H:5]([OH:31])[C@@H:4]([OH:32])[C@@H:3]1[OH:33].